From a dataset of Reaction yield outcomes from USPTO patents with 853,638 reactions. Predict the reaction yield, written as a fraction of the theoretical maximum amount of product (1.0 means a 100% yield; for example, 0.34 means a 34% yield). (1) The reactants are [OH-].[Na+].[Br:3][C:4]1[C:12]2[C:7](=[N:8][CH:9]=[C:10]([C:13]3[CH:14]=[C:15]([CH:20]=[CH:21][C:22]=3[CH3:23])[C:16]([O:18]C)=[O:17])[CH:11]=2)[O:6][C:5]=1[C:24]1[CH:29]=[CH:28][C:27]([F:30])=[CH:26][CH:25]=1. The catalyst is CO.C1COCC1.CCOC(C)=O. The product is [Br:3][C:4]1[C:12]2[C:7](=[N:8][CH:9]=[C:10]([C:13]3[CH:14]=[C:15]([CH:20]=[CH:21][C:22]=3[CH3:23])[C:16]([OH:18])=[O:17])[CH:11]=2)[O:6][C:5]=1[C:24]1[CH:25]=[CH:26][C:27]([F:30])=[CH:28][CH:29]=1. The yield is 0.970. (2) The reactants are CC([N:5]([C@H:9]1[CH2:14][CH2:13][N:12]([CH2:15][CH:16]2[C:25]3[C:20]4=[C:21]([CH:27]=[CH:28][C:29](=[O:30])[N:19]4[CH2:18][CH2:17]2)[CH:22]=[CH:23][C:24]=3[F:26])[CH2:11][C@H:10]1[OH:31])C(=O)[O-])(C)C.FC(F)(F)C(O)=O. The catalyst is ClCCl. The product is [NH2:5][C@H:9]1[CH2:14][CH2:13][N:12]([CH2:15][CH:16]2[C:25]3[C:20]4=[C:21]([CH:27]=[CH:28][C:29](=[O:30])[N:19]4[CH2:18][CH2:17]2)[CH:22]=[CH:23][C:24]=3[F:26])[CH2:11][C@H:10]1[OH:31]. The yield is 0.640. (3) The reactants are C([O:3][C:4](=[O:16])[C:5]([O:8][C:9]1[CH:14]=[CH:13][C:12]([Cl:15])=[CH:11][CH:10]=1)([CH3:7])[CH3:6])C.[Li+].[OH-]. The catalyst is C1COCC1.O. The product is [Cl:15][C:12]1[CH:11]=[CH:10][C:9]([O:8][C:5]([CH3:7])([CH3:6])[C:4]([OH:16])=[O:3])=[CH:14][CH:13]=1. The yield is 0.200. (4) The reactants are [NH2:1][C@H:2]([CH2:10][OH:11])[CH2:3][C:4]1[CH:9]=[CH:8][CH:7]=[CH:6][CH:5]=1.C(O)(=O)C.[CH:16](=O)[C:17]1[CH:22]=[CH:21][CH:20]=[CH:19][CH:18]=1.C([BH3-])#N.[Na+]. The catalyst is CO. The product is [CH2:16]([NH:1][C@H:2]([CH2:10][OH:11])[CH2:3][C:4]1[CH:5]=[CH:6][CH:7]=[CH:8][CH:9]=1)[C:17]1[CH:22]=[CH:21][CH:20]=[CH:19][CH:18]=1. The yield is 0.810. (5) The yield is 0.250. The product is [NH2:1][CH2:4][C:5]1[CH:6]=[C:7]([C:22]2[S:26][C:25]([C@@:27]3([OH:39])[CH2:32][CH2:31][C@H:30]([C:33]([O:35][CH3:36])=[O:34])[C:29]([CH3:37])([CH3:38])[CH2:28]3)=[N:24][CH:23]=2)[CH:8]=[C:9]([NH:11][C:12]2[N:17]=[C:16]([C:18]([F:20])([F:21])[F:19])[CH:15]=[CH:14][N:13]=2)[CH:10]=1. The reactants are [N:1]([CH2:4][C:5]1[CH:6]=[C:7]([C:22]2[S:26][C:25]([C@@:27]3([OH:39])[CH2:32][CH2:31][C@H:30]([C:33]([O:35][CH3:36])=[O:34])[C:29]([CH3:38])([CH3:37])[CH2:28]3)=[N:24][CH:23]=2)[CH:8]=[C:9]([NH:11][C:12]2[N:17]=[C:16]([C:18]([F:21])([F:20])[F:19])[CH:15]=[CH:14][N:13]=2)[CH:10]=1)=[N+]=[N-].C1(P(C2C=CC=CC=2)C2C=CC=CC=2)C=CC=CC=1. The catalyst is C1COCC1.O. (6) The reactants are Cl.[NH2:2][C:3]1[N:8]=[CH:7][N:6]=[C:5]([NH:9][CH2:10][C@@H:11]2[CH2:16][CH2:15][NH:14][CH2:13][C@H:12]2[OH:17])[C:4]=1[C:18]1[CH:23]=[CH:22][C:21]([O:24][C:25]2[CH:30]=[CH:29][CH:28]=[CH:27][CH:26]=2)=[CH:20][CH:19]=1.CCN(C(C)C)C(C)C.[C:40](Cl)(=[O:43])[CH:41]=[CH2:42]. The catalyst is C1COCC1. The product is [NH2:2][C:3]1[N:8]=[CH:7][N:6]=[C:5]([NH:9][CH2:10][C@@H:11]2[CH2:16][CH2:15][N:14]([C:40](=[O:43])[CH:41]=[CH2:42])[CH2:13][C@H:12]2[OH:17])[C:4]=1[C:18]1[CH:23]=[CH:22][C:21]([O:24][C:25]2[CH:30]=[CH:29][CH:28]=[CH:27][CH:26]=2)=[CH:20][CH:19]=1. The yield is 0.0270. (7) The reactants are [CH:1]([N:4]1[C:8]([C:9]2[N:18]=[C:17]3[N:11]([CH2:12][CH2:13][O:14][C:15]4[CH:22]=[C:21](/[CH:23]=[CH:24]/[S:25]([NH2:28])(=[O:27])=[O:26])[CH:20]=[CH:19][C:16]=43)[CH:10]=2)=[N:7][CH:6]=[N:5]1)([CH3:3])[CH3:2]. The catalyst is C(Cl)Cl.[Pd]. The product is [CH:1]([N:4]1[C:8]([C:9]2[N:18]=[C:17]3[C:16]4[CH:19]=[CH:20][C:21]([CH2:23][CH2:24][S:25]([NH2:28])(=[O:26])=[O:27])=[CH:22][C:15]=4[O:14][CH2:13][CH2:12][N:11]3[CH:10]=2)=[N:7][CH:6]=[N:5]1)([CH3:3])[CH3:2]. The yield is 0.490.